Predict the product of the given reaction. From a dataset of Forward reaction prediction with 1.9M reactions from USPTO patents (1976-2016). (1) Given the reactants C[O:2][C:3](=[O:47])[C:4]1[CH:9]=[CH:8][CH:7]=[CH:6][C:5]=1[O:10][C:11]1[CH:16]=[CH:15][CH:14]=[C:13]([O:17][CH2:18][CH2:19][CH2:20][O:21][C:22]2[CH:27]=[C:26]([O:28]CC3C=CC=CC=3)[C:25]([C:36]3[S:40][N:39]=[C:38]([Br:41])[N:37]=3)=[CH:24][C:23]=2[CH2:42][CH3:43])[C:12]=1[CH2:44][CH2:45][CH3:46].B(F)(F)F.CCOCC, predict the reaction product. The product is: [Br:41][C:38]1[N:37]=[C:36]([C:25]2[C:26]([OH:28])=[CH:27][C:22]([O:21][CH2:20][CH2:19][CH2:18][O:17][C:13]3[C:12]([CH2:44][CH2:45][CH3:46])=[C:11]([CH:16]=[CH:15][CH:14]=3)[O:10][C:5]3[CH:6]=[CH:7][CH:8]=[CH:9][C:4]=3[C:3]([OH:47])=[O:2])=[C:23]([CH2:42][CH3:43])[CH:24]=2)[S:40][N:39]=1. (2) The product is: [CH2:1]([O:3][C:4](=[O:18])[CH2:5][O:6][C:7]1[C:16]2[C:11](=[CH:12][CH:13]=[CH:14][CH:15]=2)[C:10]([O:17][CH:20]([C:22]2[C:23]([CH3:38])=[N:24][C:25]([C:28]3[CH:33]=[CH:32][C:31]([C:34]([F:37])([F:35])[F:36])=[CH:30][CH:29]=3)=[CH:26][CH:27]=2)[CH3:21])=[CH:9][CH:8]=1)[CH3:2]. Given the reactants [CH2:1]([O:3][C:4](=[O:18])[CH2:5][O:6][C:7]1[C:16]2[C:11](=[CH:12][CH:13]=[CH:14][CH:15]=2)[C:10]([OH:17])=[CH:9][CH:8]=1)[CH3:2].Cl[CH:20]([C:22]1[C:23]([CH3:38])=[N:24][C:25]([C:28]2[CH:33]=[CH:32][C:31]([C:34]([F:37])([F:36])[F:35])=[CH:30][CH:29]=2)=[CH:26][CH:27]=1)[CH3:21], predict the reaction product. (3) Given the reactants [NH2:1][C:2]1[CH:3]=[N:4][C:5]2[C:10]([C:11]=1[NH:12][CH2:13][C:14]([CH3:17])([OH:16])[CH3:15])=[CH:9][CH:8]=[CH:7][CH:6]=2.[CH3:18][O:19][C:20]([NH:22][C:23](=NC(OC)=O)OC)=[O:21].C(O)(=O)C.C1(C)C=CC(S(O)(=O)=O)=CC=1, predict the reaction product. The product is: [OH:16][C:14]([CH3:17])([CH3:15])[CH2:13][N:12]1[C:11]2[C:10]3[CH:9]=[CH:8][CH:7]=[CH:6][C:5]=3[N:4]=[CH:3][C:2]=2[N:1]=[C:23]1[NH:22][C:20](=[O:21])[O:19][CH3:18]. (4) Given the reactants [NH2:1][C:2]1[CH:31]=[CH:30][C:5]([CH2:6][C@H:7]2[C@H:12]([OH:13])[C@@H:11]([NH:14][C:15]3([C:18]4[CH:23]=[CH:22][CH:21]=[C:20]([C:24]([CH3:27])([CH3:26])[CH3:25])[CH:19]=4)[CH2:17][CH2:16]3)[CH2:10][S:9](=[O:29])(=[O:28])[CH2:8]2)=[CH:4][CH:3]=1.[Cl:32][C:33]1[CH:38]=[C:37]([Cl:39])[N:36]=[CH:35][N:34]=1.[ClH:40], predict the reaction product. The product is: [ClH:32].[ClH:40].[C:24]([C:20]1[CH:19]=[C:18]([C:15]2([NH:14][C@@H:11]3[C@@H:12]([OH:13])[C@H:7]([CH2:6][C:5]4[CH:30]=[CH:31][C:2]([NH:1][C:33]5[CH:38]=[C:37]([Cl:39])[N:36]=[CH:35][N:34]=5)=[CH:3][CH:4]=4)[CH2:8][S:9](=[O:29])(=[O:28])[CH2:10]3)[CH2:17][CH2:16]2)[CH:23]=[CH:22][CH:21]=1)([CH3:27])([CH3:25])[CH3:26]. (5) Given the reactants [CH:1]([C:3]1[CH:15]=[CH:14][C:6]([O:7][CH2:8][C:9]([O:11]CC)=[O:10])=[CH:5][CH:4]=1)=[O:2].C(C1C=C(C=CC=1)OCC(O)=O)=O, predict the reaction product. The product is: [CH:1]([C:3]1[CH:15]=[CH:14][C:6]([O:7][CH2:8][C:9]([OH:11])=[O:10])=[CH:5][CH:4]=1)=[O:2]. (6) Given the reactants [Cl:1][C:2]1[CH:7]=[CH:6][C:5]([CH3:8])=[CH:4][CH:3]=1.ON1C(=O)N(O)C(=O)N(O)C1=O.[C:21]([OH:24])(=[O:23])[CH3:22].O=O, predict the reaction product. The product is: [Cl:1][C:2]1[CH:7]=[CH:6][C:22]([C:21]([OH:24])=[O:23])=[CH:4][CH:3]=1.[Cl:1][C:2]1[CH:7]=[CH:6][C:5]([CH3:8])=[CH:4][CH:3]=1. (7) Given the reactants Br[CH2:2][C:3]([C:5]1[CH:10]=[CH:9][CH:8]=[C:7]([O:11][CH3:12])[CH:6]=1)=[O:4].C1SC(=O)[NH:16][C:14]1=[O:15].C([O-])([O-])=O.[K+].[K+].O.[OH-].[Li+].C(O)(=O)C, predict the reaction product. The product is: [CH3:12][O:11][C:7]1[CH:6]=[C:5]([C:3]2[O:4][C:14](=[O:15])[NH:16][CH:2]=2)[CH:10]=[CH:9][CH:8]=1.